Dataset: Reaction yield outcomes from USPTO patents with 853,638 reactions. Task: Predict the reaction yield, written as a fraction of the theoretical maximum amount of product (1.0 means a 100% yield; for example, 0.34 means a 34% yield). (1) The reactants are [Br:1][C:2]1[CH:3]=[C:4]([C:8](=O)[CH2:9][CH2:10][C:11]([F:14])([F:13])[F:12])[CH:5]=[CH:6][CH:7]=1.O.NN.[OH-].[K+]. The catalyst is COCCOCCOC. The product is [Br:1][C:2]1[CH:7]=[CH:6][CH:5]=[C:4]([CH2:8][CH2:9][CH2:10][C:11]([F:12])([F:13])[F:14])[CH:3]=1. The yield is 0.880. (2) The reactants are [F:1][C:2]1[CH:9]=[C:8]([F:10])[CH:7]=[C:6]([OH:11])[C:3]=1[CH:4]=[O:5].[CH3:12][C@@H:13](O)[CH2:14][CH:15]=[CH2:16].C1(P(C2C=CC=CC=2)C2C=CC=CC=2)C=CC=CC=1.CC(OC(/N=N/C(OC(C)C)=O)=O)C. The catalyst is C1COCC1.CCOCC. The product is [F:1][C:2]1[CH:9]=[C:8]([F:10])[CH:7]=[C:6]([O:11][C@H:15]([CH2:14][CH:13]=[CH2:12])[CH3:16])[C:3]=1[CH:4]=[O:5]. The yield is 0.237. (3) The reactants are Br[C:2]1[S:3][CH:4]=[C:5]([CH:7]=[O:8])[N:6]=1.[NH:9]1[CH2:14][CH2:13][O:12][CH2:11][CH2:10]1.CCOC(C)=O.CCCCCC.CCOC(C)=O. The catalyst is O1CCOCC1. The product is [O:12]1[CH2:13][CH2:14][N:9]([C:2]2[S:3][CH:4]=[C:5]([CH:7]=[O:8])[N:6]=2)[CH2:10][CH2:11]1. The yield is 0.750. (4) The reactants are C(OC(=O)[NH:7][CH2:8][CH:9]1[CH2:14][CH2:13][CH:12]([C:15]([N:17]2[CH2:26][C:25]3[CH:24]=[N:23][N:22]([CH3:27])[C:21]=3[NH:20][C:19]3[CH:28]=[C:29]([Cl:32])[CH:30]=[CH:31][C:18]2=3)=[O:16])[CH2:11][CH2:10]1)(C)(C)C.Cl.O1CCOCC1. No catalyst specified. The product is [ClH:32].[NH2:7][CH2:8][CH:9]1[CH2:10][CH2:11][CH:12]([C:15]([N:17]2[CH2:26][C:25]3[CH:24]=[N:23][N:22]([CH3:27])[C:21]=3[NH:20][C:19]3[CH:28]=[C:29]([Cl:32])[CH:30]=[CH:31][C:18]2=3)=[O:16])[CH2:13][CH2:14]1. The yield is 1.00.